From a dataset of Reaction yield outcomes from USPTO patents with 853,638 reactions. Predict the reaction yield, written as a fraction of the theoretical maximum amount of product (1.0 means a 100% yield; for example, 0.34 means a 34% yield). The reactants are [Cl-].O[NH3+:3].[C:4](=[O:7])([O-])[OH:5].[Na+].CS(C)=O.[Si]([O:20][CH2:21][C:22]([CH3:58])([CH3:57])[O:23][C:24]1[CH:29]=[CH:28][C:27]([N:30]2[C:35](=[O:36])[C:34]([CH2:37][C:38]3[CH:43]=[CH:42][C:41]([C:44]4[C:45]([C:50]#[N:51])=[CH:46][CH:47]=[CH:48][CH:49]=4)=[CH:40][CH:39]=3)=[C:33]([CH2:52][CH2:53][CH3:54])[N:32]=[C:31]2[CH2:55][CH3:56])=[CH:26][CH:25]=1)(C(C)(C)C)(C)C. The catalyst is O. The product is [CH2:55]([C:31]1[N:30]([C:27]2[CH:26]=[CH:25][C:24]([O:23][C:22]([CH3:57])([CH3:58])[CH2:21][OH:20])=[CH:29][CH:28]=2)[C:35](=[O:36])[C:34]([CH2:37][C:38]2[CH:43]=[CH:42][C:41]([C:44]3[CH:49]=[CH:48][CH:47]=[CH:46][C:45]=3[C:50]3[NH:3][C:4](=[O:7])[O:5][N:51]=3)=[CH:40][CH:39]=2)=[C:33]([CH2:52][CH2:53][CH3:54])[N:32]=1)[CH3:56]. The yield is 0.720.